Dataset: NCI-60 drug combinations with 297,098 pairs across 59 cell lines. Task: Regression. Given two drug SMILES strings and cell line genomic features, predict the synergy score measuring deviation from expected non-interaction effect. (1) Drug 1: CCCCCOC(=O)NC1=NC(=O)N(C=C1F)C2C(C(C(O2)C)O)O. Drug 2: C#CCC(CC1=CN=C2C(=N1)C(=NC(=N2)N)N)C3=CC=C(C=C3)C(=O)NC(CCC(=O)O)C(=O)O. Cell line: SK-MEL-5. Synergy scores: CSS=33.3, Synergy_ZIP=-3.39, Synergy_Bliss=-7.31, Synergy_Loewe=-29.7, Synergy_HSA=-6.91. (2) Drug 1: C1CN1P(=S)(N2CC2)N3CC3. Drug 2: CC=C1C(=O)NC(C(=O)OC2CC(=O)NC(C(=O)NC(CSSCCC=C2)C(=O)N1)C(C)C)C(C)C. Cell line: ACHN. Synergy scores: CSS=49.7, Synergy_ZIP=0.517, Synergy_Bliss=3.56, Synergy_Loewe=-5.04, Synergy_HSA=4.97. (3) Drug 1: CN(CCCl)CCCl.Cl. Drug 2: CC1=C(C(=O)C2=C(C1=O)N3CC4C(C3(C2COC(=O)N)OC)N4)N. Synergy scores: CSS=40.9, Synergy_ZIP=-5.66, Synergy_Bliss=-1.76, Synergy_Loewe=-0.794, Synergy_HSA=-0.368. Cell line: 786-0. (4) Drug 1: C1=CC=C(C=C1)NC(=O)CCCCCCC(=O)NO. Drug 2: C1CN1C2=NC(=NC(=N2)N3CC3)N4CC4. Cell line: NCI/ADR-RES. Synergy scores: CSS=68.3, Synergy_ZIP=7.82, Synergy_Bliss=7.01, Synergy_Loewe=5.17, Synergy_HSA=11.0. (5) Drug 1: C1CC(C1)(C(=O)O)C(=O)O.[NH2-].[NH2-].[Pt+2]. Drug 2: C1=NC2=C(N1)C(=S)N=CN2. Cell line: SK-MEL-2. Synergy scores: CSS=5.81, Synergy_ZIP=7.76, Synergy_Bliss=11.5, Synergy_Loewe=-0.869, Synergy_HSA=0.156.